This data is from TCR-epitope binding with 47,182 pairs between 192 epitopes and 23,139 TCRs. The task is: Binary Classification. Given a T-cell receptor sequence (or CDR3 region) and an epitope sequence, predict whether binding occurs between them. The epitope is GLCTLVAML. The TCR CDR3 sequence is CASSPGVFINTDTQYF. Result: 0 (the TCR does not bind to the epitope).